Task: Predict the product of the given reaction.. Dataset: Forward reaction prediction with 1.9M reactions from USPTO patents (1976-2016) (1) Given the reactants [F:1][C:2]1[CH:7]=[C:6](F)[CH:5]=[CH:4][C:3]=1[S:9]([CH:12]1[CH2:17][CH2:16][N:15](C(OC(C)(C)C)=O)[CH2:14][CH2:13]1)(=[O:11])=[O:10].[CH3:25][O-:26].[Na+].[ClH:28], predict the reaction product. The product is: [F:1][C:2]1[CH:7]=[C:6]([O:26][CH3:25])[CH:5]=[CH:4][C:3]=1[S:9]([CH:12]1[CH2:13][CH2:14][NH:15][CH2:16][CH2:17]1)(=[O:10])=[O:11].[ClH:28]. (2) Given the reactants FC(F)(F)S(O[C:7]1[CH:12]=[CH:11][C:10]([C:13]2[O:14][CH:15]=[N:16][N:17]=2)=[CH:9][CH:8]=1)(=O)=O.[B:20]1([B:20]2[O:24][C:23]([CH3:26])([CH3:25])[C:22]([CH3:28])([CH3:27])[O:21]2)[O:24][C:23]([CH3:26])([CH3:25])[C:22]([CH3:28])([CH3:27])[O:21]1.C([O-])(=O)C.[K+], predict the reaction product. The product is: [CH3:27][C:22]1([CH3:28])[C:23]([CH3:26])([CH3:25])[O:24][B:20]([C:7]2[CH:12]=[CH:11][C:10]([C:13]3[O:14][CH:15]=[N:16][N:17]=3)=[CH:9][CH:8]=2)[O:21]1. (3) The product is: [CH:43]1([C:46]2[N:50]=[CH:49][N:48]([C@@H:51]3[CH2:55][C@H:54]([C:56]4[N:60]5[C:61]6[CH:67]=[CH:66][NH:65][C:62]=6[N:63]=[CH:64][C:59]5=[N:58][N:57]=4)[C@H:53]([CH2:76][CH3:77])[CH2:52]3)[N:47]=2)[CH2:45][CH2:44]1.[CH:1]1([C:4]2[N:5]([C@@H:16]3[CH2:20][C@H:19]([C:21]4[N:25]5[C:26]6[CH:32]=[CH:31][NH:30][C:27]=6[N:28]=[CH:29][C:24]5=[N:23][N:22]=4)[C@H:18]([CH2:41][CH3:42])[CH2:17]3)[N:6]=[CH:7][N:8]=2)[CH2:3][CH2:2]1. Given the reactants [CH:1]1([C:4]2[N:8]=[CH:7][NH:6][N:5]=2)[CH2:3][CH2:2]1.[H-].[Na+].CS(O[CH:16]1[CH2:20][CH:19]([C:21]2[N:25]3[C:26]4[CH:32]=[CH:31][N:30](COCC[Si](C)(C)C)[C:27]=4[N:28]=[CH:29][C:24]3=[N:23][N:22]=2)[CH:18]([CH2:41][CH3:42])[CH2:17]1)(=O)=O.[CH:43]1([C:46]2[N:50]=[CH:49][N:48]([CH:51]3[CH2:55][CH:54]([C:56]4[N:60]5[C:61]6[CH:67]=[CH:66][N:65](COCC[Si](C)(C)C)[C:62]=6[N:63]=[CH:64][C:59]5=[N:58][N:57]=4)[CH:53]([CH2:76][CH3:77])[CH2:52]3)[N:47]=2)[CH2:45][CH2:44]1.FC(F)(F)C(O)=O, predict the reaction product.